Dataset: Forward reaction prediction with 1.9M reactions from USPTO patents (1976-2016). Task: Predict the product of the given reaction. (1) Given the reactants [C:1]([C:3]1[N:4]=[CH:5][C:6]([NH:20][C:21]2([C:25]([NH2:27])=[O:26])[CH2:24][CH2:23][CH2:22]2)=[N:7][C:8]=1[NH:9][C:10]1[CH:11]=[C:12]2[C:17](=[CH:18][CH:19]=1)[N:16]=[CH:15][CH:14]=[CH:13]2)#[N:2].[OH-].[Na+].OO.CC(O)=[O:34], predict the reaction product. The product is: [C:25]([C:21]1([NH:20][C:6]2[N:7]=[C:8]([NH:9][C:10]3[CH:11]=[C:12]4[C:17](=[CH:18][CH:19]=3)[N:16]=[CH:15][CH:14]=[CH:13]4)[C:3]([C:1]([NH2:2])=[O:34])=[N:4][CH:5]=2)[CH2:24][CH2:23][CH2:22]1)(=[O:26])[NH2:27]. (2) The product is: [NH2:1][C:2]1[N:3]=[CH:4][C:5]([C:18]2[CH:26]=[CH:25][C:21]([CH:22]=[O:23])=[CH:20][CH:19]=2)=[N:6][C:7]=1[NH:8][CH2:9][C:10]1[C:15]([F:43])=[CH:14][CH:13]=[CH:12][C:11]=1[Cl:17]. Given the reactants [NH2:1][C:2]1[N:3]=[CH:4][C:5]([C:18]2[CH:26]=[CH:25][C:21]([C:22](O)=[O:23])=[CH:20][CH:19]=2)=[N:6][C:7]=1[NH:8][CH2:9][C:10]1[C:15](Cl)=[CH:14][CH:13]=[CH:12][C:11]=1[Cl:17].BrC1N=C(NCC2C([F:43])=CC=CC=2Cl)C(N)=NC=1.CC1(C)C(C)(C)OB(C2C=CC(C=O)=CC=2)O1, predict the reaction product. (3) The product is: [CH3:25][C:23]1[CH:24]=[C:19]([O:18][CH:14]([C:11]2[S:10][C:9]([C:7]([NH:6][CH2:5][CH2:4][C:3]([OH:38])=[O:2])=[O:8])=[CH:13][CH:12]=2)[CH:15]([CH3:17])[CH3:16])[CH:20]=[C:21]([CH3:37])[C:22]=1[C:26]1[CH:31]=[CH:30][C:29]([O:32][C:33]([F:35])([F:34])[F:36])=[CH:28][CH:27]=1. Given the reactants C[O:2][C:3](=[O:38])[CH2:4][CH2:5][NH:6][C:7]([C:9]1[S:10][C:11]([CH:14]([O:18][C:19]2[CH:24]=[C:23]([CH3:25])[C:22]([C:26]3[CH:31]=[CH:30][C:29]([O:32][C:33]([F:36])([F:35])[F:34])=[CH:28][CH:27]=3)=[C:21]([CH3:37])[CH:20]=2)[CH:15]([CH3:17])[CH3:16])=[CH:12][CH:13]=1)=[O:8].[Li+].[OH-].Cl, predict the reaction product.